From a dataset of B-cell epitopes from IEDB database with 3,159 antigens for binding position prediction. Token-level Classification. Given an antigen amino acid sequence, predict which amino acid positions are active epitope sites capable of antibody binding. Output is a list of indices for active positions. (1) The epitope positions are: [60, 61, 62, 63, 64, 65, 66, 67, 68, 69, 70, 71, 72, 73, 74, 75, 76, 77, 78, 79]. The amino acids at these positions are: PLSCCTETQWTVLQSSLHLT. Given the antigen sequence: YYVLHLCLAATKYPLLKLLGSTWPTTPPRPIPKPSPWAPKKHRRLSSDQDQSQTPETPATPLSCCTETQWTVLQSSLHLTAHTKDGLTVIVTLHP, which amino acid positions are active epitope sites? (2) Given the antigen sequence: DGERVPKNNRLSKKYSELSEKYGALSEKYGALLDKQGALLDKQEELEKENEKLDSQVAGLIGVVESDEEEAKRSKNMYETF, which amino acid positions are active epitope sites? The epitope positions are: [0, 1, 2, 3, 4, 5, 6, 7, 8, 9, 10, 11, 12, 13, 14, 15, 16, 17, 18, 19]. The amino acids at these positions are: DGERVPKNNRLSKKYSELSE. (3) The epitope positions are: [227, 228, 229, 230, 231, 232, 233, 234, 235, 236, 237, 238, 239, 240]. The amino acids at these positions are: QNTRNIVPVSIVSR. Given the antigen sequence: MAALIYRQLLTNSYTVELSDEIQEIGSTKTQNVTVNPGPFAQTNYAPVNWGPGETNDSTTVEPVLDGPYQPTTFNPPVSYWMLLAPTNAGVVVEGTNNTNRWLATILIEPNVQQVERTYTLFGQQVQVTVSNDSQTKWKFVDLSKQTQDGNYSQHGSLLSTPKLYGVMKHGGKIYTYNGETPNANTGYYSTTNFDTVNMTAYCDFYIIPLAQEAKCTEYINNGLPPIQNTRNIVPVSIVSRNIVYTRAQPNQDIVVSKTSLWKEMQYNRDIVIRFKFANSIIKSGGLGYKWSEVSFKPAFYQYTYTRDGEEVTAHTTCSVNGVNDFNYNGGSLPTDFVISKYEVIKENSFVYIDYWDDSQAFRNMVYVRSLAADLNSVMCTGGDYSFALPVGNYPVMTGGAVSLHSAGVTLSTQFTDFVSLNSLRFRFRLSVEEPPFSILRTRVSGLYGLPAAKPNNSQEYYEIAGRFSLISLVPLNDDYQTPIMNSVTVRQDLERQLGE..., which amino acid positions are active epitope sites? (4) Given the antigen sequence: MSSEGRYMTWKDMSHNKFMTDRWARVSDVVSVIKQSHAMDLSKAANLSIIKTALAGLGSGWTDNNPFVSPMTRFPQTLTMYGALVLYVNLSDPEFALIMTKVSTLTDSGLADNASANVRRDVVSGNKAESSGKTAGTNENSAYTLTVSLAGLAQALRLEELMWTRDKFEDRLKLPWTPVQGRTSPPGQXQLAAARVTAHIRAAKRALLYPGDSPEWVGWKHFYPPPPYDVYDVPPLDVINAKLAADDIGGLVTPTPASSHGLPFEVSEEVEQANRNSLWLTVGLLLAALAVGIGVAAYHRKKLQSRLRELKLLWGSTGGSGGGGGFDTELYMRATDTVSLGTTLSEHAASAPSGLRHRPATTDSGPHEALPFEVWVFDNLAVVYDSIGMSDLFYTVREFVGVFNGEFEGLIELLESPDDDDGVYTNAPRDTAIDAYESQENYDRIDVETVLIERRINLKKLLLEEAELERRERDMTMIADEEQRTLLHRLESSRVEATHA..., which amino acid positions are active epitope sites? The epitope positions are: [179, 180, 181, 182, 183, 184, 185, 186, 187]. The amino acids at these positions are: QGRTSPPGQ. (5) Given the antigen sequence: MPEEVHHGEEEVETFAFQAEIAQLISLIINTFYSNEEIFLQELISNASDALDKIRYESLTDPSKLDSGKELKIDIIPNPQERTLALVDTGIGMTKADLINNLRTIAKSGTKACMEALQAEKLVVITKHNDDEQYAWESSAGGSFTVHADHGEPIGRGTKVILHLKEDQTEYLEERRVKEVVKKHSQFIGYPITLYLEKEQDKEISDDEAEEEKGEKEEEDKDDEEKPKIKDVGSDEEDDSKEYGEFYKSLTSDWEDHLAVKHFSVEGQLEFRALLFSPRRAPFDLFENKKKKNNIKLYVRRVFIMDSCDELIPEYLNFIHGVVDSEDLPLNISREMLQQSKILKYVSHMKETQKSTYYITGESKEQVANSAFVERVRKQGFEVVYMTEPIDEYCVQQLKEFDGKSLVSVTKEGLELPEDEEEKKKMEESKEKFENLCKLMKEILDKKVEKVTISNRLVSSPCCIVTSTYGWTANMEQIMKAQALRDNSTMGYMMAKKHLE..., which amino acid positions are active epitope sites? The epitope positions are: [0, 1, 2, 3, 4, 5, 6, 7, 8, 9, 10, 11, 12, 13, 14]. The amino acids at these positions are: MPEEVHHGEEEVETF. (6) Given the antigen sequence: QKLPGNDNSTATLCLGHHAVPNGTLVKTITNDQIEVTNATELVQSSSTGRICGSPHRILDGKNCTLIDALLGDPHCDGFQNKEWDLFVERSKAYSNCYPYDVPDYASLRSLVASSGTLEFINEDFNWTGVAQDGGSYACKRGSVNSFFSRLNWLHKLEYKYPALNVTMPNNGKFDKLYIWGVHHPSTDSDQTSLYVRASGRVTVSTKRSQQTVTPNIGSRPWVRGQSSRISIYWTIVKPGDILLINSTGNLIAPRGYFKIRNGKSSIMRSDAPIGNCSSECITPNGSIPNDKPFQNVNRITYGACPRYVKQNTLKLATGMRNVPEKQTR, which amino acid positions are active epitope sites? The epitope positions are: [141, 142, 143, 144, 145, 146, 147, 148, 149]. The amino acids at these positions are: GSVNSFFSR.